This data is from Full USPTO retrosynthesis dataset with 1.9M reactions from patents (1976-2016). The task is: Predict the reactants needed to synthesize the given product. (1) Given the product [NH2:32][C:33]1[N:34]=[C:35]([NH:45][CH2:46][CH2:47][NH:48][C:2]2[N:7]3[N:8]=[C:9]([CH:11]4[CH2:16][CH2:15][N:14]([CH2:17][C:18]([O:20][CH2:21][CH3:22])=[O:19])[CH2:13][CH2:12]4)[N:10]=[C:6]3[CH:5]=[C:4]([C:23]3[CH:28]=[CH:27][C:26]([Cl:29])=[CH:25][C:24]=3[Cl:30])[N:3]=2)[CH:36]=[CH:37][C:38]=1[C:39](=[O:44])[C:40]([F:43])([F:41])[F:42], predict the reactants needed to synthesize it. The reactants are: Cl[C:2]1[N:7]2[N:8]=[C:9]([CH:11]3[CH2:16][CH2:15][N:14]([CH2:17][C:18]([O:20][CH2:21][CH3:22])=[O:19])[CH2:13][CH2:12]3)[N:10]=[C:6]2[CH:5]=[C:4]([C:23]2[CH:28]=[CH:27][C:26]([Cl:29])=[CH:25][C:24]=2[Cl:30])[N:3]=1.Cl.[NH2:32][C:33]1[C:38]([C:39](=[O:44])[C:40]([F:43])([F:42])[F:41])=[CH:37][CH:36]=[C:35]([NH:45][CH2:46][CH2:47][NH2:48])[N:34]=1.C(N(CC)C(C)C)(C)C. (2) Given the product [CH2:1]([O:8][C:9]1[CH:18]=[C:17]2[C:12]([C:13]([O:19][C:20]3[CH:25]=[CH:24][C:23]([NH:26][C:39]([NH:38][C:35]4[CH:34]=[CH:33][C:32]([C:31]([F:30])([F:41])[F:42])=[CH:37][CH:36]=4)=[O:40])=[CH:22][C:21]=3[F:27])=[CH:14][CH:15]=[N:16]2)=[CH:11][C:10]=1[O:28][CH3:29])[C:2]1[CH:7]=[CH:6][CH:5]=[CH:4][CH:3]=1, predict the reactants needed to synthesize it. The reactants are: [CH2:1]([O:8][C:9]1[CH:18]=[C:17]2[C:12]([C:13]([O:19][C:20]3[CH:25]=[CH:24][C:23]([NH2:26])=[CH:22][C:21]=3[F:27])=[CH:14][CH:15]=[N:16]2)=[CH:11][C:10]=1[O:28][CH3:29])[C:2]1[CH:7]=[CH:6][CH:5]=[CH:4][CH:3]=1.[F:30][C:31]([F:42])([F:41])[C:32]1[CH:37]=[CH:36][C:35]([NH:38][CH:39]=[O:40])=[CH:34][CH:33]=1. (3) Given the product [Cl:1][C:2]1[CH:3]=[C:4]([CH:22]=[CH:23][C:24]=1[Cl:25])[CH2:5][C:6]1[C:11](=[O:12])[NH:10][C:9]([CH2:13][C:14]([NH:16][NH:17][C:32]([NH:31][CH2:30][C:29]2[CH:34]=[CH:35][C:36]([O:38][CH3:39])=[CH:37][C:28]=2[O:27][CH3:26])=[O:33])=[O:15])=[N:8][C:7]=1[C:18]([F:20])([F:21])[F:19], predict the reactants needed to synthesize it. The reactants are: [Cl:1][C:2]1[CH:3]=[C:4]([CH:22]=[CH:23][C:24]=1[Cl:25])[CH2:5][C:6]1[C:11](=[O:12])[NH:10][C:9]([CH2:13][C:14]([NH:16][NH2:17])=[O:15])=[N:8][C:7]=1[C:18]([F:21])([F:20])[F:19].[CH3:26][O:27][C:28]1[CH:37]=[C:36]([O:38][CH3:39])[CH:35]=[CH:34][C:29]=1[CH2:30][N:31]=[C:32]=[O:33]. (4) Given the product [CH3:3][C:4]1([CH3:14])[CH2:5][C:6]2[C:11](=[CH:10][CH:9]=[CH:8][CH:7]=2)[CH2:12]1, predict the reactants needed to synthesize it. The reactants are: [OH-].[K+].[CH3:3][C:4]1([CH3:14])[CH2:12][C:11]2[C:6](=[CH:7][CH:8]=[CH:9][CH:10]=2)[C:5]1=O.O.NN. (5) The reactants are: [Cl:1][C:2]1[C:3]([NH:23][C:24]2[CH:28]=[C:27]([CH3:29])[NH:26][N:25]=2)=[N:4][C:5]([NH:8][C:9]2[CH:14]=[C:13]([CH3:15])[C:12]([CH:16]3[CH2:21][CH2:20][NH:19][CH2:18][CH2:17]3)=[CH:11][C:10]=2[F:22])=[N:6][CH:7]=1.C(N(CC)CC)C.Br[CH2:38][C:39]([NH2:41])=[O:40]. Given the product [Cl:1][C:2]1[C:3]([NH:23][C:24]2[CH:28]=[C:27]([CH3:29])[NH:26][N:25]=2)=[N:4][C:5]([NH:8][C:9]2[C:10]([F:22])=[CH:11][C:12]([CH:16]3[CH2:17][CH2:18][N:19]([CH2:38][C:39]([NH2:41])=[O:40])[CH2:20][CH2:21]3)=[C:13]([CH3:15])[CH:14]=2)=[N:6][CH:7]=1, predict the reactants needed to synthesize it. (6) Given the product [CH3:1][O:2][C:3]1[N:8]=[C:7]([S:22]([CH3:28])(=[O:25])=[O:21])[N:6]=[C:5]([C:11]2[CH:20]=[CH:19][C:14]3[NH:15][C:16]([NH2:18])=[N:17][C:13]=3[CH:12]=2)[CH:4]=1, predict the reactants needed to synthesize it. The reactants are: [CH3:1][O:2][C:3]1[N:8]=[C:7](SC)[N:6]=[C:5]([C:11]2[CH:20]=[CH:19][C:14]3[NH:15][C:16]([NH2:18])=[N:17][C:13]=3[CH:12]=2)[CH:4]=1.[O-:21][S:22]([O-:25])(=S)=O.[Na+].[Na+].[CH3:28]O. (7) Given the product [Cl:1][C:2]1[CH:7]=[CH:6][C:5]([C:8]2[N:12]([C:13]3[CH:18]=[CH:17][C:16]([Cl:19])=[CH:15][C:14]=3[Cl:20])[N:11]=[C:10]([C:21]([N:23]3[CH2:24][CH2:25][C:26]([NH:29][C:37](=[O:39])[CH3:38])([C:30]4[CH:31]=[CH:32][CH:33]=[CH:34][CH:35]=4)[CH2:27][CH2:28]3)=[O:22])[C:9]=2[CH3:36])=[CH:4][CH:3]=1, predict the reactants needed to synthesize it. The reactants are: [Cl:1][C:2]1[CH:7]=[CH:6][C:5]([C:8]2[N:12]([C:13]3[CH:18]=[CH:17][C:16]([Cl:19])=[CH:15][C:14]=3[Cl:20])[N:11]=[C:10]([C:21]([N:23]3[CH2:28][CH2:27][C:26]([C:30]4[CH:35]=[CH:34][CH:33]=[CH:32][CH:31]=4)([NH2:29])[CH2:25][CH2:24]3)=[O:22])[C:9]=2[CH3:36])=[CH:4][CH:3]=1.[C:37](OC(=O)C)(=[O:39])[CH3:38]. (8) Given the product [CH3:20][O:21][C:22]1[CH:23]=[C:24]2[C:29](=[C:30]3[CH2:34][C:33]([CH3:36])([CH3:35])[O:32][C:31]=13)[C:28]([C:37]1[CH:38]=[C:39]([NH:43][C:54](=[O:55])[CH2:53][C:50]3[CH:51]=[CH:52][N:47]=[CH:48][CH:49]=3)[CH:40]=[CH:41][CH:42]=1)=[N:27][C:26]([CH3:45])([CH3:44])[CH2:25]2, predict the reactants needed to synthesize it. The reactants are: C(N(CC)CC)C.Cl.C(N=C=NCCCN(C)C)C.[CH3:20][O:21][C:22]1[CH:23]=[C:24]2[C:29](=[C:30]3[CH2:34][C:33]([CH3:36])([CH3:35])[O:32][C:31]=13)[C:28]([C:37]1[CH:38]=[C:39]([NH2:43])[CH:40]=[CH:41][CH:42]=1)=[N:27][C:26]([CH3:45])([CH3:44])[CH2:25]2.Cl.[N:47]1[CH:52]=[CH:51][C:50]([CH2:53][C:54](O)=[O:55])=[CH:49][CH:48]=1.O.ON1C2C=CC=CC=2N=N1.